Dataset: Reaction yield outcomes from USPTO patents with 853,638 reactions. Task: Predict the reaction yield, written as a fraction of the theoretical maximum amount of product (1.0 means a 100% yield; for example, 0.34 means a 34% yield). (1) The reactants are [CH3:1][N:2]([C:7]1[CH:8]=[C:9]([C:17]([O:19][CH3:20])=[O:18])[CH:10]=[C:11]([CH:16]=1)[C:12]([O:14]C)=[O:13])[S:3]([CH3:6])(=[O:5])=[O:4].[OH-].[Na+]. The catalyst is C1COCC1.CO.O. The product is [CH3:20][O:19][C:17]([C:9]1[CH:10]=[C:11]([CH:16]=[C:7]([N:2]([CH3:1])[S:3]([CH3:6])(=[O:5])=[O:4])[CH:8]=1)[C:12]([OH:14])=[O:13])=[O:18]. The yield is 0.750. (2) The reactants are [CH3:1][O:2][C:3](=[O:11])[C:4]1[CH:9]=[CH:8][C:7]([NH2:10])=[CH:6][CH:5]=1.[Cl:12][C:13]1[CH:14]=[C:15]([CH:18]=[CH:19][C:20]=1[F:21])[CH:16]=O.[C:22]([C:25]1[CH:30]=[CH:29][CH:28]=[CH:27][CH:26]=1)([CH3:24])=[CH2:23].F[C:32](F)(F)S([O-])(=O)=O.[Yb+3].FC(F)(F)S([O-])(=O)=O.FC(F)(F)S([O-])(=O)=O. The catalyst is C(#N)C.C(OCC)(=O)C. The product is [CH2:1]([O:2][C:3]([C:4]1[CH:5]=[C:6]2[C:7](=[CH:8][CH:9]=1)[NH:10][CH:16]([C:15]1[CH:18]=[CH:19][C:20]([F:21])=[C:13]([Cl:12])[CH:14]=1)[CH2:23][C:22]2([CH3:24])[C:25]1[CH:30]=[CH:29][CH:28]=[CH:27][CH:26]=1)=[O:11])[CH3:32]. The yield is 0.400.